From a dataset of NCI-60 drug combinations with 297,098 pairs across 59 cell lines. Regression. Given two drug SMILES strings and cell line genomic features, predict the synergy score measuring deviation from expected non-interaction effect. (1) Drug 1: CC1OCC2C(O1)C(C(C(O2)OC3C4COC(=O)C4C(C5=CC6=C(C=C35)OCO6)C7=CC(=C(C(=C7)OC)O)OC)O)O. Drug 2: C1CN(CCN1C(=O)CCBr)C(=O)CCBr. Cell line: MCF7. Synergy scores: CSS=34.8, Synergy_ZIP=-4.39, Synergy_Bliss=-1.48, Synergy_Loewe=-0.626, Synergy_HSA=1.39. (2) Drug 1: CC1=CC2C(CCC3(C2CCC3(C(=O)C)OC(=O)C)C)C4(C1=CC(=O)CC4)C. Drug 2: C1CC(=O)NC(=O)C1N2C(=O)C3=CC=CC=C3C2=O. Cell line: UACC62. Synergy scores: CSS=16.3, Synergy_ZIP=10.0, Synergy_Bliss=19.0, Synergy_Loewe=19.3, Synergy_HSA=18.5. (3) Drug 1: CN1C(=O)N2C=NC(=C2N=N1)C(=O)N. Drug 2: CN1C2=C(C=C(C=C2)N(CCCl)CCCl)N=C1CCCC(=O)O.Cl. Cell line: NCI-H322M. Synergy scores: CSS=-0.127, Synergy_ZIP=6.21, Synergy_Bliss=-1.54, Synergy_Loewe=-1.54, Synergy_HSA=-4.19. (4) Drug 1: C1=NC2=C(N1)C(=S)N=CN2. Drug 2: C1CN(P(=O)(OC1)NCCCl)CCCl. Cell line: SF-539. Synergy scores: CSS=54.2, Synergy_ZIP=3.23, Synergy_Bliss=4.89, Synergy_Loewe=-26.0, Synergy_HSA=6.23. (5) Drug 1: CN(C)C1=NC(=NC(=N1)N(C)C)N(C)C. Drug 2: CC=C1C(=O)NC(C(=O)OC2CC(=O)NC(C(=O)NC(CSSCCC=C2)C(=O)N1)C(C)C)C(C)C. Cell line: SF-539. Synergy scores: CSS=54.6, Synergy_ZIP=-2.36, Synergy_Bliss=-8.00, Synergy_Loewe=-68.1, Synergy_HSA=-9.52. (6) Drug 1: CN(CC1=CN=C2C(=N1)C(=NC(=N2)N)N)C3=CC=C(C=C3)C(=O)NC(CCC(=O)O)C(=O)O. Drug 2: C1CC(C1)(C(=O)O)C(=O)O.[NH2-].[NH2-].[Pt+2]. Cell line: MDA-MB-231. Synergy scores: CSS=9.30, Synergy_ZIP=0.778, Synergy_Bliss=5.72, Synergy_Loewe=-6.67, Synergy_HSA=-7.07.